This data is from Forward reaction prediction with 1.9M reactions from USPTO patents (1976-2016). The task is: Predict the product of the given reaction. (1) The product is: [CH2:9]([N:16]1[C:20]2[N:21]=[C:22]([Cl:28])[CH:23]=[C:24]([C:25]([O:27][CH2:1][C:2]3[CH:7]=[CH:6][CH:5]=[CH:4][CH:3]=3)=[O:26])[C:19]=2[CH:18]=[N:17]1)[C:10]1[CH:11]=[CH:12][CH:13]=[CH:14][CH:15]=1. Given the reactants [CH2:1](Br)[C:2]1[CH:7]=[CH:6][CH:5]=[CH:4][CH:3]=1.[CH2:9]([N:16]1[C:20]2[N:21]=[C:22]([Cl:28])[CH:23]=[C:24]([C:25]([OH:27])=[O:26])[C:19]=2[CH:18]=[N:17]1)[C:10]1[CH:15]=[CH:14][CH:13]=[CH:12][CH:11]=1.C(=O)([O-])[O-].[K+].[K+], predict the reaction product. (2) Given the reactants [123I-].[NH2:2][C:3]1[C:4]([CH:11]2[CH2:15]CC[CH2:12]2)=[N:5][NH:6][C:7]=1[C:8]([NH2:10])=[O:9].[C:16]([NH:19][CH:20]([CH3:24])[C:21](O)=O)(=O)[CH3:17].[C:25](NCC(O)=O)(=O)C.CO[C:35]1[CH:42]=[CH:41][C:38]([CH:39]=O)=[CH:37][CH:36]=1, predict the reaction product. The product is: [CH2:39]([N:19]1[CH2:16][CH2:17][N:10]2[C:8](=[O:9])[C:7]3[N:6]([CH3:25])[N:5]=[C:4]([CH:11]([CH3:12])[CH3:15])[C:3]=3[N:2]=[C:21]2[CH:20]1[CH3:24])[C:38]1[CH:41]=[CH:42][CH:35]=[CH:36][CH:37]=1.